From a dataset of Catalyst prediction with 721,799 reactions and 888 catalyst types from USPTO. Predict which catalyst facilitates the given reaction. (1) Reactant: Cl.[NH2:2]O.[C:4](=[O:7])([O-])O.[Na+].[C:9]([C@@H:11]1[CH2:16][C@H:15]([N:17]([C:22]([C:24]2[N:28]([CH2:29][CH2:30][CH2:31][CH2:32][O:33][CH3:34])[C:27]3[CH:35]=[CH:36][CH:37]=[CH:38][C:26]=3[N:25]=2)=[O:23])[CH2:18][CH:19]([CH3:21])[CH3:20])[CH2:14][N:13]([C:39]([O:41][C:42]([CH3:45])([CH3:44])[CH3:43])=[O:40])[CH2:12]1)#[N:10]. Product: [CH3:34][O:33][CH2:32][CH2:31][CH2:30][CH2:29][N:28]1[C:27]2[CH:35]=[CH:36][CH:37]=[CH:38][C:26]=2[N:25]=[C:24]1[C:22]([N:17]([CH2:18][CH:19]([CH3:20])[CH3:21])[C@H:15]1[CH2:16][C@@H:11]([C:9]2[N:2]=[CH:4][O:7][N:10]=2)[CH2:12][N:13]([C:39]([O:41][C:42]([CH3:43])([CH3:45])[CH3:44])=[O:40])[CH2:14]1)=[O:23]. The catalyst class is: 58. (2) The catalyst class is: 1. Product: [Cl:8][C:5]1[N:4]=[C:3]([NH:17][CH2:18][C:19]2[CH:24]=[CH:23][CH:22]=[CH:21][N:20]=2)[C:2]([F:1])=[CH:7][N:6]=1. Reactant: [F:1][C:2]1[C:3](Cl)=[N:4][C:5]([Cl:8])=[N:6][CH:7]=1.C(N(CC)CC)C.[NH2:17][CH2:18][C:19]1[CH:24]=[CH:23][CH:22]=[CH:21][N:20]=1.